Dataset: Catalyst prediction with 721,799 reactions and 888 catalyst types from USPTO. Task: Predict which catalyst facilitates the given reaction. (1) The catalyst class is: 3. Product: [C:15]([O:14][C:12]([N:19]1[CH:8]=[C:7]([CH2:6][CH2:5][CH2:4][C:3]([O:2][CH3:1])=[O:11])[N:21]=[C:20]1[NH2:22])=[O:13])([CH3:18])([CH3:16])[CH3:17]. Reactant: [CH3:1][O:2][C:3](=[O:11])[CH2:4][CH2:5][CH2:6][C:7](=O)[CH2:8]Br.[C:12]([NH:19][C:20]([NH2:22])=[NH:21])([O:14][C:15]([CH3:18])([CH3:17])[CH3:16])=[O:13].N[C@H](C(O)=O)CC1C=C2C(C=CC=C2)=CC=1. (2) Reactant: [NH:1]1[CH2:6][CH2:5][O:4][CH2:3][CH2:2]1.[CH:7]([C:9]1[CH:34]=[CH:33][C:12]([C:13]([NH:15][C:16]2[CH:17]=[CH:18][C:19]([O:22][C:23](=[O:32])[N:24]([CH3:31])[C:25]3[CH:30]=[CH:29][CH:28]=[CH:27][CH:26]=3)=[N:20][CH:21]=2)=[O:14])=[CH:11][CH:10]=1)=O.C([BH3-])#N.[Na+]. Product: [N:1]1([CH2:7][C:9]2[CH:10]=[CH:11][C:12]([C:13]([NH:15][C:16]3[CH:17]=[CH:18][C:19]([O:22][C:23](=[O:32])[N:24]([CH3:31])[C:25]4[CH:30]=[CH:29][CH:28]=[CH:27][CH:26]=4)=[N:20][CH:21]=3)=[O:14])=[CH:33][CH:34]=2)[CH2:6][CH2:5][O:4][CH2:3][CH2:2]1. The catalyst class is: 5. (3) Reactant: [S:1]1[C:5]2[CH:6]=[CH:7][CH:8]=[CH:9][C:4]=2[C:3](=O)[NH:2]1.CN(C)C=O.S(Cl)([Cl:18])=O. Product: [Cl:18][C:3]1[C:4]2[CH:9]=[CH:8][CH:7]=[CH:6][C:5]=2[S:1][N:2]=1. The catalyst class is: 159. (4) Reactant: [Cl:1][C:2]1[CH:11]=[C:10]2[C:5]([C:6](B3OC(C)(C)C(C)(C)O3)=[C:7]([C:12]3[CH:17]=[CH:16][CH:15]=[CH:14][C:13]=3[Cl:18])[N:8]=[CH:9]2)=[CH:4][N:3]=1.[OH:28]OS([O-])=O.[K+]. Product: [Cl:1][C:2]1[CH:11]=[C:10]2[C:5]([C:6]([OH:28])=[C:7]([C:12]3[CH:17]=[CH:16][CH:15]=[CH:14][C:13]=3[Cl:18])[N:8]=[CH:9]2)=[CH:4][N:3]=1. The catalyst class is: 138. (5) Reactant: CC(C1C=C(C(C)C)C(C2C=CC=CC=2P(C2CCCCC2)C2CCCCC2)=C(C(C)C)C=1)C.Br[C:36]1[C:37]([N:56]2[CH2:60][CH2:59][O:58][C:57]2=[O:61])=[CH:38][C:39]2[O:43][C:42]([C:44]3[CH:49]=[CH:48][C:47]([F:50])=[CH:46][CH:45]=3)=[C:41]([C:51]([NH:53][CH3:54])=[O:52])[C:40]=2[CH:55]=1.[F:62][C:63]1[C:64]2[CH:65]=[C:66]3[C:75]4[N:76]=[C:77]([Sn](C)(C)C)[CH:78]=[CH:79][C:74]=4[O:73][CH2:72][N:67]3[C:68]=2[CH:69]=[CH:70][CH:71]=1. Product: [F:62][C:63]1[C:64]2[CH:65]=[C:66]3[C:75]4[N:76]=[C:77]([C:36]5[C:37]([N:56]6[CH2:60][CH2:59][O:58][C:57]6=[O:61])=[CH:38][C:39]6[O:43][C:42]([C:44]7[CH:49]=[CH:48][C:47]([F:50])=[CH:46][CH:45]=7)=[C:41]([C:51]([NH:53][CH3:54])=[O:52])[C:40]=6[CH:55]=5)[CH:78]=[CH:79][C:74]=4[O:73][CH2:72][N:67]3[C:68]=2[CH:69]=[CH:70][CH:71]=1. The catalyst class is: 333. (6) Reactant: CO[N:3]=[CH:4][C:5]1[CH:10]=[CH:9][C:8]([O:11][CH2:12][CH2:13][CH3:14])=[C:7]([OH:15])[CH:6]=1.Cl. Product: [NH2:3][CH2:4][C:5]1[CH:10]=[CH:9][C:8]([O:11][CH2:12][CH2:13][CH3:14])=[C:7]([OH:15])[CH:6]=1. The catalyst class is: 29.